Dataset: Reaction yield outcomes from USPTO patents with 853,638 reactions. Task: Predict the reaction yield, written as a fraction of the theoretical maximum amount of product (1.0 means a 100% yield; for example, 0.34 means a 34% yield). (1) The product is [F:12][C:13]1[CH:18]=[CH:17][CH:16]=[CH:15][C:14]=1[C:2]1[CH:8]=[CH:7][CH:6]=[C:4]([NH2:5])[C:3]=1[N+:9]([O-:11])=[O:10]. The yield is 0.466. The catalyst is C1C=CC([P]([Pd]([P](C2C=CC=CC=2)(C2C=CC=CC=2)C2C=CC=CC=2)([P](C2C=CC=CC=2)(C2C=CC=CC=2)C2C=CC=CC=2)[P](C2C=CC=CC=2)(C2C=CC=CC=2)C2C=CC=CC=2)(C2C=CC=CC=2)C2C=CC=CC=2)=CC=1.CCO.O. The reactants are Br[C:2]1[C:3]([N+:9]([O-:11])=[O:10])=[C:4]([CH:6]=[CH:7][CH:8]=1)[NH2:5].[F:12][C:13]1[CH:18]=[CH:17][CH:16]=[CH:15][C:14]=1B(O)O.C([O-])([O-])=O.[Na+].[Na+].C1(C)C=CC=CC=1. (2) The reactants are I[C:2]1[C:7]([N+:8]([O-:10])=[O:9])=[CH:6][N:5]=[C:4]2[O:11][CH2:12][CH2:13][C:3]=12.[OH:14][C@:15]1([CH3:30])[C@@H:20]([CH3:21])[CH2:19][NH:18][CH2:17][C@H:16]1[NH:22][C:23](=[O:29])[O:24][C:25]([CH3:28])([CH3:27])[CH3:26].CCN(C(C)C)C(C)C. The yield is 0.670. The catalyst is CCO. The product is [OH:14][C@:15]1([CH3:30])[C@@H:20]([CH3:21])[CH2:19][N:18]([C:2]2[C:7]([N+:8]([O-:10])=[O:9])=[CH:6][N:5]=[C:4]3[O:11][CH2:12][CH2:13][C:3]=23)[CH2:17][C@H:16]1[NH:22][C:23](=[O:29])[O:24][C:25]([CH3:28])([CH3:27])[CH3:26]. (3) The reactants are [CH2:1]([C:8]1[S:12][C:11]([C:13]2[C:18]([Cl:19])=[CH:17][N:16]=[C:15](SC)[N:14]=2)=[N:10][N:9]=1)[C:2]1[CH:7]=[CH:6][CH:5]=[CH:4][CH:3]=1.OOS([O-])=O.[K+].[NH2:28][CH2:29][CH2:30][N:31]1[C:35]([CH3:37])([CH3:36])[C:34](=[O:38])[NH:33][C:32]1=[O:39].C(N(C(C)C)CC)(C)C. The catalyst is CC(C)=O.O.CC(O)C. The product is [CH2:1]([C:8]1[S:12][C:11]([C:13]2[C:18]([Cl:19])=[CH:17][N:16]=[C:15]([NH:28][CH2:29][CH2:30][N:31]3[C:35]([CH3:36])([CH3:37])[C:34](=[O:38])[NH:33][C:32]3=[O:39])[N:14]=2)=[N:10][N:9]=1)[C:2]1[CH:7]=[CH:6][CH:5]=[CH:4][CH:3]=1. The yield is 0.900. (4) The catalyst is CO. The product is [Cl:1][C:2]1[CH:7]=[CH:6][CH:5]=[CH:4][C:3]=1[N:8]1[CH:13]=[CH:12][C:11](=[O:14])[C:10]([C:15]2[N:28]([C:22]3[CH:27]=[CH:26][CH:25]=[CH:24][CH:23]=3)[N:18]=[CH:17][CH:16]=2)=[N:9]1. The reactants are [Cl:1][C:2]1[CH:7]=[CH:6][CH:5]=[CH:4][C:3]=1[N:8]1[CH:13]=[CH:12][C:11](=[O:14])[C:10]([C:15](=O)[CH:16]=[CH:17][N:18](C)C)=[N:9]1.[C:22]1([NH:28]N)[CH:27]=[CH:26][CH:25]=[CH:24][CH:23]=1. The yield is 0.0800.